Dataset: Catalyst prediction with 721,799 reactions and 888 catalyst types from USPTO. Task: Predict which catalyst facilitates the given reaction. (1) Reactant: F[P-](F)(F)(F)(F)F.Br[P+](N1CCCC1)(N1CCCC1)N1CCCC1.[CH:25]1([NH:28][CH:29]2[CH2:34][CH2:33][N:32]([C:35]3[C:40]([F:41])=[CH:39][C:38]([C:42]([F:45])([F:44])[F:43])=[CH:37][N:36]=3)[CH2:31][CH2:30]2)[CH2:27][CH2:26]1.[CH3:46][C:47]1[N:48]([C:52]2[CH:60]=[CH:59][C:55]([C:56](O)=[O:57])=[CH:54][CH:53]=2)[CH:49]=[CH:50][N:51]=1.C(#N)C.O.FC(F)(F)C(O)=O. Product: [CH:25]1([N:28]([CH:29]2[CH2:34][CH2:33][N:32]([C:35]3[C:40]([F:41])=[CH:39][C:38]([C:42]([F:44])([F:43])[F:45])=[CH:37][N:36]=3)[CH2:31][CH2:30]2)[C:56](=[O:57])[C:55]2[CH:54]=[CH:53][C:52]([N:48]3[CH:49]=[CH:50][N:51]=[C:47]3[CH3:46])=[CH:60][CH:59]=2)[CH2:26][CH2:27]1. The catalyst class is: 289. (2) Reactant: [CH3:1][C:2]([O:4][C:5]1[S:9][C:8]2[CH2:10][CH2:11][N:12]([CH:14]([C:22]([CH:24]3[CH2:26][CH2:25]3)=[O:23])[C:15]3[CH:16]=[CH:17][CH:18]=[CH:19][C:20]=3[F:21])[CH2:13][C:7]=2[CH:6]=1)=[O:3].[ClH:27]. Product: [CH3:1][C:2]([O:4][C:5]1[S:9][C:8]2[CH2:10][CH2:11][N:12]([CH:14]([C:22]([CH:24]3[CH2:26][CH2:25]3)=[O:23])[C:15]3[CH:16]=[CH:17][CH:18]=[CH:19][C:20]=3[F:21])[CH2:13][C:7]=2[CH:6]=1)=[O:3].[ClH:27]. The catalyst class is: 311. (3) Reactant: [Br:1][C:2]1[CH:11]=[CH:10][CH:9]=[C:8]2[C:3]=1[CH:4]=[CH:5][N:6]=[CH:7]2.[N+:12]([O-])([O-:14])=[O:13].[K+]. Product: [Br:1][C:2]1[CH:11]=[CH:10][C:9]([N+:12]([O-:14])=[O:13])=[C:8]2[C:3]=1[CH:4]=[CH:5][N:6]=[CH:7]2. The catalyst class is: 82. (4) Reactant: [NH2:1][C@H:2]([C@@H:6]([OH:11])[C:7]([CH3:10])([CH3:9])[CH3:8])[C:3]([OH:5])=[O:4].C([O-])(O)=O.[Na+].[C:17](=O)([O-:38])[O:18][C:19]1C(C)=C(C2C=CC(C3C=CC=CC=3)=CC=2)C=CN=1.[C:40]1([C:46]2[CH:51]=[CH:50][C:49](C3C=CN(C([O-])=O)C(=O)C=3C)=[CH:48][CH:47]=2)[CH:45]=[CH:44][CH:43]=[CH:42][CH:41]=1. Product: [OH:11][C@@H:6]([C:7]([CH3:8])([CH3:10])[CH3:9])[C@@H:2]([N:1]([C:49]1[CH:48]=[CH:47][C:46]([C:40]2[CH:41]=[CH:42][CH:43]=[CH:44][CH:45]=2)=[CH:51][CH:50]=1)[C:17]([O:18][CH3:19])=[O:38])[C:3]([OH:5])=[O:4]. The catalyst class is: 90. (5) Reactant: [NH2:1][C:2]1[S:3][C:4]2[CH2:15][CH2:14][CH2:13][CH2:12][C:5]=2[C:6]=1[C:7]([O:9]CC)=[O:8]. Product: [NH2:1][C:2]1[S:3][C:4]2[CH2:15][CH2:14][CH2:13][CH2:12][C:5]=2[C:6]=1[C:7]([OH:9])=[O:8]. The catalyst class is: 74. (6) Reactant: [NH2:1][CH2:2][CH2:3][N:4]1[C:12]2[C:7](=[CH:8][CH:9]=[C:10]([C:13]([N:15]([CH:29]([CH3:31])[CH3:30])[C@@H:16]3[CH2:21][CH2:20][CH2:19][N:18]([C:22]([O:24][C:25]([CH3:28])([CH3:27])[CH3:26])=[O:23])[CH2:17]3)=[O:14])[CH:11]=2)[C:6]([CH3:33])([CH3:32])[C:5]1=[O:34].C(N([CH2:40][CH3:41])CC)C.[C:42](Cl)(=[O:44])C. The catalyst class is: 1. Product: [CH3:33][C:6]1([CH3:32])[C:7]2[C:12](=[CH:11][C:10]([C:13]([N:15]([CH:29]([CH3:30])[CH3:31])[C@@H:16]3[CH2:21][CH2:20][CH2:19][N:18]([C:22]([O:24][C:25]([CH3:26])([CH3:27])[CH3:28])=[O:23])[CH2:17]3)=[O:14])=[CH:9][CH:8]=2)[N:4]([CH2:3][CH2:2][NH:1][C:42](=[O:44])[CH2:40][CH3:41])[C:5]1=[O:34]. (7) Reactant: [CH:1]1([N:7]=[C:8]=[O:9])[CH2:6][CH2:5][CH2:4][CH2:3][CH2:2]1.[NH:10]1[CH2:14][CH2:13][CH2:12][C@H:11]1[C:15]([O:17][CH2:18][CH2:19][CH2:20][C:21]1[CH:22]=[N:23][CH:24]=[CH:25][CH:26]=1)=[O:16].C(N(CC)CC)C. Product: [CH:1]1([NH:7][C:8]([N:10]2[CH2:14][CH2:13][CH2:12][C@H:11]2[C:15]([O:17][CH2:18][CH2:19][CH2:20][C:21]2[CH:22]=[N:23][CH:24]=[CH:25][CH:26]=2)=[O:16])=[O:9])[CH2:6][CH2:5][CH2:4][CH2:3][CH2:2]1. The catalyst class is: 2.